Predict which catalyst facilitates the given reaction. From a dataset of Catalyst prediction with 721,799 reactions and 888 catalyst types from USPTO. Reactant: [NH3:1].[NH4+].[C:3](=[O:6])([OH:5])[O-:4].[C:7](=[O:10])([O-])[O-:8].C(=O)=O. Product: [C:3](=[O:4])([OH:6])[O-:5].[C:7](=[O:10])([O-:8])[NH2:1].[NH4+:1]. The catalyst class is: 6.